Dataset: Full USPTO retrosynthesis dataset with 1.9M reactions from patents (1976-2016). Task: Predict the reactants needed to synthesize the given product. (1) Given the product [C:1]([O:5][C:6]([N:7]1[CH2:11][CH2:12][C:22]([C:19]2[CH:20]=[CH:21][C:16]([Br:15])=[CH:17][CH:18]=2)([C:23]#[N:24])[CH2:9][CH2:8]1)=[O:14])([CH3:4])([CH3:3])[CH3:2], predict the reactants needed to synthesize it. The reactants are: [C:1]([O:5][C:6](=[O:14])[N:7]([CH2:11][CH2:12]Cl)[CH2:8][CH2:9]Cl)([CH3:4])([CH3:3])[CH3:2].[Br:15][C:16]1[CH:21]=[CH:20][C:19]([CH2:22][C:23]#[N:24])=[CH:18][CH:17]=1.[OH-].[Na+]. (2) Given the product [Cl:13][C:14]1[CH:21]=[CH:20][CH:19]=[C:18]([Cl:22])[C:15]=1[CH2:16][N:6]1[CH:7]=[N:8][C:4]([CH2:3][C@@H:2]([C:9]([OH:11])=[O:10])[NH2:1])=[CH:5]1, predict the reactants needed to synthesize it. The reactants are: [NH2:1][C@H:2]([C:9]([OH:11])=[O:10])[CH2:3][C:4]1[N:8]=[CH:7][NH:6][CH:5]=1.N.[Cl:13][C:14]1[CH:21]=[CH:20][CH:19]=[C:18]([Cl:22])[C:15]=1[CH2:16]Cl. (3) Given the product [CH2:7]([O:20][C:12]1[CH:13]=[C:14]([CH:18]=[CH:19][C:11]=1[F:10])[C:15]([O:25][CH2:24][CH3:1])=[O:17])[CH3:8], predict the reactants needed to synthesize it. The reactants are: [C:1](=O)([O-])[O-].[K+].[K+].[CH2:7](I)[CH3:8].[F:10][C:11]1[CH:19]=[CH:18][C:14]([C:15]([OH:17])=O)=[CH:13][C:12]=1[OH:20].CN([CH:24]=[O:25])C.